From a dataset of Forward reaction prediction with 1.9M reactions from USPTO patents (1976-2016). Predict the product of the given reaction. (1) Given the reactants [Br:1][C:2]1[CH:7]=[CH:6][C:5]([CH2:8][OH:9])=[CH:4][C:3]=1[CH2:10][C:11]([F:14])([F:13])[F:12].C1C=C[NH+]=CC=1.[O-][Cr](Cl)(=O)=O, predict the reaction product. The product is: [Br:1][C:2]1[CH:7]=[CH:6][C:5]([CH:8]=[O:9])=[CH:4][C:3]=1[CH2:10][C:11]([F:12])([F:13])[F:14]. (2) The product is: [F:12][B-:13]([F:16])([F:15])[F:14].[Cl:2][CH2:3][N+:4]12[CH2:11][CH2:10][N:7]([CH2:8][CH2:9]1)[CH2:6][CH2:5]2. Given the reactants [Cl-].[Cl:2][CH2:3][N+:4]12[CH2:11][CH2:10][N:7]([CH2:8][CH2:9]1)[CH2:6][CH2:5]2.[F:12][B-:13]([F:16])([F:15])[F:14].[Na+], predict the reaction product. (3) The product is: [CH3:24][O:25][C:26]1[CH:36]=[CH:35][CH:34]=[CH:33][C:27]=1[CH:28]=[CH:29][C:30]([NH:10][C@H:9]([C:11]([O:13][CH3:14])=[O:12])[CH2:8][C:7]1[CH:6]=[CH:5][C:4]([O:3][CH3:2])=[CH:16][CH:15]=1)=[O:31]. Given the reactants Cl.[CH3:2][O:3][C:4]1[CH:16]=[CH:15][C:7]([CH2:8][C@@H:9]([C:11]([O:13][CH3:14])=[O:12])[NH2:10])=[CH:6][CH:5]=1.C(N(CC)CC)C.[CH3:24][O:25][C:26]1[CH:36]=[CH:35][CH:34]=[CH:33][C:27]=1[CH:28]=[CH:29][C:30](O)=[O:31].CCN=C=NCCCN(C)C.Cl, predict the reaction product. (4) Given the reactants [CH3:1][O:2][C:3]1[CH:12]=[CH:11][C:6]([C:7]([O:9][CH3:10])=[O:8])=[C:5](OS(C(F)(F)F)(=O)=O)[CH:4]=1.[CH:21]#[C:22][CH2:23][CH2:24][CH2:25][CH2:26][CH2:27][CH2:28][CH2:29][CH3:30], predict the reaction product. The product is: [C:21]([C:5]1[CH:4]=[C:3]([O:2][CH3:1])[CH:12]=[CH:11][C:6]=1[C:7]([O:9][CH3:10])=[O:8])#[C:22][CH2:23][CH2:24][CH2:25][CH2:26][CH2:27][CH2:28][CH2:29][CH3:30]. (5) Given the reactants [CH2:1]([O:3][C:4](=[O:17])/[CH:5]=[CH:6]/[C:7]1[CH:16]=[CH:15][C:10]([C:11]([O:13][CH3:14])=[O:12])=[CH:9][N:8]=1)[CH3:2].[H][H], predict the reaction product. The product is: [CH2:1]([O:3][C:4](=[O:17])[CH2:5][CH2:6][CH:7]1[NH:8][CH2:9][CH:10]([C:11]([O:13][CH3:14])=[O:12])[CH2:15][CH2:16]1)[CH3:2]. (6) Given the reactants C(NC(C)C)(C)C.C([Li])CCC.[Cl:13][C:14]1[CH:15]=[C:16]([CH2:20][C:21]([OH:23])=[O:22])[CH:17]=[CH:18][CH:19]=1.[CH:24]1(Br)[CH2:28][CH2:27][CH2:26][CH2:25]1, predict the reaction product. The product is: [Cl:13][C:14]1[CH:15]=[C:16]([CH:20]([CH:24]2[CH2:28][CH2:27][CH2:26][CH2:25]2)[C:21]([OH:23])=[O:22])[CH:17]=[CH:18][CH:19]=1.